The task is: Predict the product of the given reaction.. This data is from Forward reaction prediction with 1.9M reactions from USPTO patents (1976-2016). Given the reactants Br[C:2]1[CH:3]=[C:4]2[C:9](=[N:10][CH:11]=1)[NH:8][CH2:7][CH2:6][CH:5]2[O:12][C:13]1[CH:18]=[CH:17][CH:16]=[C:15]([Cl:19])[CH:14]=1.[CH3:20][N:21]1[CH2:26][CH2:25][N:24]([C:27]2[CH:32]=[C:31](B3OC(C)(C)C(C)(C)O3)[CH:30]=[CH:29][N:28]=2)[CH2:23][CH2:22]1, predict the reaction product. The product is: [Cl:19][C:15]1[CH:14]=[C:13]([CH:18]=[CH:17][CH:16]=1)[O:12][CH:5]1[C:4]2[C:9](=[N:10][CH:11]=[C:2]([C:31]3[CH:30]=[CH:29][N:28]=[C:27]([N:24]4[CH2:23][CH2:22][N:21]([CH3:20])[CH2:26][CH2:25]4)[CH:32]=3)[CH:3]=2)[NH:8][CH2:7][CH2:6]1.